Dataset: Forward reaction prediction with 1.9M reactions from USPTO patents (1976-2016). Task: Predict the product of the given reaction. (1) Given the reactants [CH:1]([O:4][CH:5]1[CH2:10][CH2:9][C@H:8]([NH:11][C:12](=[O:21])[O:13][CH2:14][C:15]2[CH:20]=[CH:19][CH:18]=[CH:17][CH:16]=2)[C@H:7]([CH2:22]SC(C)C)[CH2:6]1)([CH3:3])[CH3:2].O[O:28][S:29]([O-:31])=O.[K+].[CH3:33][CH:34](O)[CH3:35], predict the reaction product. The product is: [CH:1]([O:4][CH:5]1[CH2:10][CH2:9][C@H:8]([NH:11][C:12](=[O:21])[O:13][CH2:14][C:15]2[CH:20]=[CH:19][CH:18]=[CH:17][CH:16]=2)[C@H:7]([CH2:22][S:29]([CH:34]([CH3:35])[CH3:33])(=[O:31])=[O:28])[CH2:6]1)([CH3:3])[CH3:2]. (2) The product is: [C:2]([N:26]1[CH2:25][CH2:24][C:23]2[C:28](=[CH:29][CH:30]=[CH:31][C:22]=2[NH:21][C:19](=[O:20])[CH2:18][C:10]2[CH:11]=[CH:12][C:13]([C:14]([F:15])([F:17])[F:16])=[C:8]([F:7])[CH:9]=2)[CH2:27]1)#[N:1]. Given the reactants [N:1]#[C:2]Br.CO.Cl.[F:7][C:8]1[CH:9]=[C:10]([CH2:18][C:19]([NH:21][C:22]2[CH:31]=[CH:30][CH:29]=[C:28]3[C:23]=2[CH2:24][CH2:25][NH:26][CH2:27]3)=[O:20])[CH:11]=[CH:12][C:13]=1[C:14]([F:17])([F:16])[F:15].C([O-])(=O)C.[Na+], predict the reaction product. (3) Given the reactants [Cl:1][C:2]1[CH:3]=[C:4]([CH:10]([CH2:14][CH:15]2[CH2:19][CH2:18][CH2:17][CH2:16]2)[C:11]([OH:13])=[O:12])[CH:5]=[CH:6][C:7]=1SC.OO.O1CCC[CH2:23]1.[S:27]([O-:30])([O-])=[O:28].[Na+].[Na+], predict the reaction product. The product is: [Cl:1][C:2]1[CH:3]=[C:4]([CH:10]([CH2:14][CH:15]2[CH2:16][CH2:17][CH2:18][CH2:19]2)[C:11]([OH:13])=[O:12])[CH:5]=[CH:6][C:7]=1[S:27]([CH3:23])(=[O:30])=[O:28]. (4) Given the reactants [C:1]([C:3]1[CH:8]=[CH:7][C:6]([C:9]2[N:13]3[CH:14]=[C:15]([C:18]4[CH:26]=[CH:25][C:21]([C:22](O)=[O:23])=[CH:20][CH:19]=4)[N:16]=[CH:17][C:12]3=[N:11][CH:10]=2)=[CH:5][CH:4]=1)#[N:2].[C:27]([N:31]1[CH2:36][CH2:35][NH:34][CH2:33][CH2:32]1)([CH3:30])([CH3:29])[CH3:28], predict the reaction product. The product is: [C:27]([N:31]1[CH2:36][CH2:35][N:34]([C:22]([C:21]2[CH:25]=[CH:26][C:18]([C:15]3[N:16]=[CH:17][C:12]4[N:13]([C:9]([C:6]5[CH:5]=[CH:4][C:3]([C:1]#[N:2])=[CH:8][CH:7]=5)=[CH:10][N:11]=4)[CH:14]=3)=[CH:19][CH:20]=2)=[O:23])[CH2:33][CH2:32]1)([CH3:30])([CH3:29])[CH3:28]. (5) Given the reactants [CH3:1][C:2]1[CH:3]=[CH:4][CH:5]=[CH:6][C:7]=1[O:8][C@@H:9]([C:14]1[CH:15]=[CH:16][CH:17]=[CH:18][CH:19]=1)[CH2:10][CH2:11][NH:12][CH3:13].C(N(CC)CC)C.[C:27](Cl)(=[O:29])[CH3:28], predict the reaction product. The product is: [CH3:13][N:12]([CH2:11][CH2:10][CH:9]([O:8][C:7]1[CH:6]=[CH:5][CH:4]=[CH:3][C:2]=1[CH3:1])[C:14]1[CH:19]=[CH:18][CH:17]=[CH:16][CH:15]=1)[C:27](=[O:29])[CH3:28]. (6) Given the reactants [NH3:1].Cl[C:3]1[C:4]2[C:11]([I:12])=[CH:10][N:9]([C@@H:13]3[CH2:16][C@H:15]([CH2:17][OH:18])[CH2:14]3)[C:5]=2[N:6]=[CH:7][N:8]=1.C(=O)=O.CC(C)=O, predict the reaction product. The product is: [NH2:1][C:3]1[C:4]2[C:11]([I:12])=[CH:10][N:9]([C@@H:13]3[CH2:16][C@H:15]([CH2:17][OH:18])[CH2:14]3)[C:5]=2[N:6]=[CH:7][N:8]=1. (7) Given the reactants Cl[C:2]1[C:7]([CH3:8])=[C:6]([C:9]2[CH:14]=[CH:13][C:12]([Cl:15])=[CH:11][CH:10]=2)[N:5]=[CH:4][N:3]=1.[CH2:16]([NH:20][CH2:21][C:22]1[CH:34]=[CH:33][C:25]([O:26][CH2:27][C:28]([O:30][CH2:31][CH3:32])=[O:29])=[C:24]([CH3:35])[CH:23]=1)[CH2:17][CH2:18][CH3:19].C(N(CC1C=CC(OCC(OCC)=O)=C(C)C=1)C1C(C)=C(C2C=CC(OC)=CC=2)N=CN=1)CCC, predict the reaction product. The product is: [CH2:16]([N:20]([CH2:21][C:22]1[CH:34]=[CH:33][C:25]([O:26][CH2:27][C:28]([O:30][CH2:31][CH3:32])=[O:29])=[C:24]([CH3:35])[CH:23]=1)[C:2]1[C:7]([CH3:8])=[C:6]([C:9]2[CH:14]=[CH:13][C:12]([Cl:15])=[CH:11][CH:10]=2)[N:5]=[CH:4][N:3]=1)[CH2:17][CH2:18][CH3:19]. (8) Given the reactants [N:1]1[CH:6]=[CH:5][C:4](B(O)O)=[CH:3][CH:2]=1.I[C:11]1[C:12]([O:17][C:18]2[CH:23]=[CH:22][C:21]([NH:24][C:25]3[C:34]4[C:29](=[CH:30][CH:31]=[CH:32][CH:33]=4)[C:28]([C:35]4[CH:40]=[CH:39][CH:38]=[CH:37][CH:36]=4)=[N:27][N:26]=3)=[CH:20][CH:19]=2)=[N:13][CH:14]=[N:15][CH:16]=1.C(=O)([O-])[O-].[Na+].[Na+], predict the reaction product. The product is: [C:35]1([C:28]2[C:29]3[C:34](=[CH:33][CH:32]=[CH:31][CH:30]=3)[C:25]([NH:24][C:21]3[CH:22]=[CH:23][C:18]([O:17][C:12]4[C:11]([C:4]5[CH:5]=[CH:6][N:1]=[CH:2][CH:3]=5)=[CH:16][N:15]=[CH:14][N:13]=4)=[CH:19][CH:20]=3)=[N:26][N:27]=2)[CH:36]=[CH:37][CH:38]=[CH:39][CH:40]=1. (9) The product is: [C:1]([O:5][C:6]([N:8]1[CH2:13][CH2:12][C@@H:11]([NH:14][C:17]2[CH:22]=[C:21]([F:23])[CH:20]=[CH:19][C:18]=2[N+:24]([O-:26])=[O:25])[C@H:10]([OH:15])[CH2:9]1)=[O:7])([CH3:4])([CH3:2])[CH3:3]. Given the reactants [C:1]([O:5][C:6]([N:8]1[CH2:13][CH2:12][C@@H:11]([NH2:14])[C@H:10]([OH:15])[CH2:9]1)=[O:7])([CH3:4])([CH3:3])[CH3:2].F[C:17]1[CH:22]=[C:21]([F:23])[CH:20]=[CH:19][C:18]=1[N+:24]([O-:26])=[O:25].C(=O)([O-])[O-].[Na+].[Na+], predict the reaction product.